Predict the reactants needed to synthesize the given product. From a dataset of Full USPTO retrosynthesis dataset with 1.9M reactions from patents (1976-2016). Given the product [O:7]([C:8]1[CH:13]=[C:12]([CH2:14][O:15][CH3:16])[CH:11]=[CH:10][C:9]=1[CH2:17][C:18]1[CH:19]=[CH:20][C:21]([O:24][CH3:25])=[CH:22][CH:23]=1)[C@@H:6]1[O:26][C@H:27]([CH2:38][OH:39])[C@@H:28]([OH:34])[C@H:29]([OH:30])[C@H:5]1[OH:4], predict the reactants needed to synthesize it. The reactants are: C([O:4][C@@H:5]1[C@@H:29]([O:30]C(=O)C)[C@H:28]([O:34]C(=O)C)[C@@H:27]([CH2:38][O:39]C(=O)C)[O:26][C@H:6]1[O:7][C:8]1[CH:13]=[C:12]([CH2:14][O:15][CH3:16])[CH:11]=[CH:10][C:9]=1[CH2:17][C:18]1[CH:23]=[CH:22][C:21]([O:24][CH3:25])=[CH:20][CH:19]=1)(=O)C.C[O-].[Na+].